From a dataset of Reaction yield outcomes from USPTO patents with 853,638 reactions. Predict the reaction yield, written as a fraction of the theoretical maximum amount of product (1.0 means a 100% yield; for example, 0.34 means a 34% yield). (1) The reactants are [CH2:1]([N:8]([CH2:14]OC)[CH2:9][Si](C)(C)C)[C:2]1[CH:7]=[CH:6][CH:5]=[CH:4][CH:3]=1.[Si:17]([O:24][CH2:25][C@H:26]([CH3:30])/[CH:27]=[CH:28]/[CH3:29])([C:20]([CH3:23])([CH3:22])[CH3:21])([CH3:19])[CH3:18].FC(F)(F)[C:33](O)=[O:34].O.C(=O)(O)[O-:40].[Na+]. The catalyst is C(Cl)Cl. The product is [CH3:33][O:34][C:29]([CH:28]1[CH:27]([C@@H:26]([CH3:30])[CH2:25][O:24][Si:17]([C:20]([CH3:21])([CH3:22])[CH3:23])([CH3:19])[CH3:18])[CH2:9][N:8]([CH2:1][C:2]2[CH:3]=[CH:4][CH:5]=[CH:6][CH:7]=2)[CH2:14]1)=[O:40]. The yield is 0.690. (2) The reactants are [C:1]([NH:4][C:5]1[CH:10]=[C:9]([Cl:11])[C:8]([O:12][CH3:13])=[CH:7][C:6]=1/[CH:14]=[CH:15]/[C:16]([OH:18])=O)(=[O:3])[CH3:2].[F:19][C:20]1[CH:34]=[CH:33][C:23]([CH2:24][N:25]2[CH2:30][C@H:29]([CH3:31])[NH:28][CH2:27][C@H:26]2[CH3:32])=[CH:22][CH:21]=1.CCN=C=NCCCN(C)C.Cl.Cl. The catalyst is CN(C=O)C. The product is [Cl:11][C:9]1[C:8]([O:12][CH3:13])=[CH:7][C:6](/[CH:14]=[CH:15]/[C:16]([N:28]2[CH2:27][C@H:26]([CH3:32])[N:25]([CH2:24][C:23]3[CH:33]=[CH:34][C:20]([F:19])=[CH:21][CH:22]=3)[CH2:30][C@H:29]2[CH3:31])=[O:18])=[C:5]([NH:4][C:1](=[O:3])[CH3:2])[CH:10]=1. The yield is 0.550. (3) The reactants are [CH3:1][O:2][C:3]([C@H:5]1[CH2:10][CH2:9][C@H:8]([CH2:11][NH:12][C:13]2[C:18]([N+:19]([O-])=O)=[CH:17][N:16]=[C:15]([N:22]([CH2:24][CH2:25][O:26][CH3:27])[CH3:23])[N:14]=2)[CH2:7][CH2:6]1)=[O:4].Cl[C:29](Cl)([O:31]C(=O)OC(Cl)(Cl)Cl)Cl.O. The catalyst is CO.[Pd]. The product is [CH3:1][O:2][C:3]([C@H:5]1[CH2:10][CH2:9][C@H:8]([CH2:11][N:12]2[C:29](=[O:31])[NH:19][C:18]3[C:13]2=[N:14][C:15]([N:22]([CH2:24][CH2:25][O:26][CH3:27])[CH3:23])=[N:16][CH:17]=3)[CH2:7][CH2:6]1)=[O:4]. The yield is 0.300. (4) The reactants are [OH:1][N:2]1[C:6](=[O:7])[CH2:5][CH2:4][C:3]1=[O:8].[CH3:9][O:10][C:11]([C@H:13]1[CH2:18][CH2:17][C@H:16]([C:19](O)=[O:20])[CH2:15][CH2:14]1)=[O:12].C1(N=C=NC2CCCCC2)CCCCC1. The catalyst is C1COCC1. The product is [O:8]=[C:3]1[CH2:4][CH2:5][C:6](=[O:7])[N:2]1[O:1][C:19]([C@H:16]1[CH2:15][CH2:14][C@H:13]([C:11]([O:10][CH3:9])=[O:12])[CH2:18][CH2:17]1)=[O:20]. The yield is 0.780. (5) The reactants are [CH3:1][S:2][C:3]1[CH:8]=[CH:7][C:6]([CH2:9][C:10]([OH:12])=[O:11])=[CH:5][CH:4]=1.[C:13]([O-])(O)=O.[Na+].IC. The catalyst is CN(C=O)C. The product is [CH3:13][O:11][C:10](=[O:12])[CH2:9][C:6]1[CH:5]=[CH:4][C:3]([S:2][CH3:1])=[CH:8][CH:7]=1. The yield is 0.970. (6) The reactants are [CH3:1][S:2]([OH:5])(=[O:4])=[O:3].[CH:6]([S:9]([N:12]1[C:16]2[CH:17]=[C:18]([C:21]3[N:22]=[C:23]([CH:33]([CH3:35])[CH3:34])[NH:24][C:25]=3[C:26]3[CH:31]=[CH:30][C:29]([F:32])=[CH:28][CH:27]=3)[CH:19]=[CH:20][C:15]=2[N:14]=[C:13]1[NH2:36])(=[O:11])=[O:10])([CH3:8])[CH3:7].CO. The catalyst is ClCCl.CO.ClCCl. The product is [CH3:1][S:2]([OH:5])(=[O:4])=[O:3].[CH:6]([S:9]([N:12]1[C:16]2[CH:17]=[C:18]([C:21]3[N:22]=[C:23]([CH:33]([CH3:35])[CH3:34])[NH:24][C:25]=3[C:26]3[CH:31]=[CH:30][C:29]([F:32])=[CH:28][CH:27]=3)[CH:19]=[CH:20][C:15]=2[N:14]=[C:13]1[NH2:36])(=[O:10])=[O:11])([CH3:8])[CH3:7]. The yield is 0.970. (7) The reactants are [N+](=[CH2:3])=[N-].[CH3:4][C:5]([CH3:12])=[CH:6][CH2:7][CH2:8][C:9]([OH:11])=[O:10]. The catalyst is CCOCC. The product is [CH3:4][C:5]([CH3:12])=[CH:6][CH2:7][CH2:8][C:9]([O:11][CH3:3])=[O:10]. The yield is 1.00. (8) The reactants are [C:1]([O:4][CH2:5][C:6]1[C:28]([F:29])=[C:27]([NH2:30])[C:9]2[C:10](=[O:26])[CH:11]=[C:12]([C:14]3[CH:19]=[CH:18][C:17]([NH:20][C:21](=[O:24])[CH2:22]Cl)=[C:16]([F:25])[CH:15]=3)[O:13][C:8]=2[C:7]=1[F:31])(=[O:3])[CH3:2].Cl.[CH3:33][NH:34][CH3:35].C(N(C(C)C)CC)(C)C.O. The catalyst is CN(C)C=O. The product is [C:1]([O:4][CH2:5][C:6]1[C:28]([F:29])=[C:27]([NH2:30])[C:9]2[C:10](=[O:26])[CH:11]=[C:12]([C:14]3[CH:19]=[CH:18][C:17]([NH:20][C:21](=[O:24])[CH2:22][N:34]([CH3:35])[CH3:33])=[C:16]([F:25])[CH:15]=3)[O:13][C:8]=2[C:7]=1[F:31])(=[O:3])[CH3:2]. The yield is 0.960. (9) The reactants are [NH:1]1[C:9]2[C:4](=[CH:5][CH:6]=[CH:7][CH:8]=2)[C:3]([C:10]([OH:12])=O)=[CH:2]1.[CH2:13]1[C@H:22]2[C@H:17]([CH2:18][CH2:19][C:20]3[CH:26]=[CH:25][CH:24]=[CH:23][C:21]=32)[NH:16][CH2:15][CH2:14]1.F[P-](F)(F)(F)(F)F.N1(OC(N(C)C)=[N+](C)C)C2N=CC=CC=2N=N1. No catalyst specified. The product is [CH2:13]1[C@H:22]2[C@H:17]([CH2:18][CH2:19][C:20]3[CH:26]=[CH:25][CH:24]=[CH:23][C:21]=32)[N:16]([C:10]([C:3]2[C:4]3[C:9](=[CH:8][CH:7]=[CH:6][CH:5]=3)[NH:1][CH:2]=2)=[O:12])[CH2:15][CH2:14]1. The yield is 0.430. (10) The reactants are C[O:2][C:3]([C:5]1[C:9]([NH2:10])=[CH:8][N:7]([CH:11]2[CH2:16][CH2:15][CH2:14][CH2:13][O:12]2)[N:6]=1)=[O:4].[OH-].[Na+].Cl[C:20]([O:22][CH2:23][C:24]1[CH:29]=[CH:28][CH:27]=[CH:26][CH:25]=1)=[O:21]. The catalyst is O1CCOCC1. The product is [CH2:23]([O:22][C:20]([NH:10][C:9]1[C:5]([C:3]([OH:2])=[O:4])=[N:6][N:7]([CH:11]2[CH2:16][CH2:15][CH2:14][CH2:13][O:12]2)[CH:8]=1)=[O:21])[C:24]1[CH:29]=[CH:28][CH:27]=[CH:26][CH:25]=1. The yield is 0.980.